Dataset: Forward reaction prediction with 1.9M reactions from USPTO patents (1976-2016). Task: Predict the product of the given reaction. (1) Given the reactants [Br:1][C:2]1[CH:3]=[CH:4][C:5]([O:17][CH3:18])=[C:6]([C:8]2[CH:13]=[CH:12][CH:11]=[CH:10][C:9]=2B(O)O)[CH:7]=1.[CH2:19]([O:21][C:22](=[O:30])[C:23]1[CH:28]=[CH:27][CH:26]=[C:25](Br)[N:24]=1)[CH3:20].C(=O)([O-])[O-].[K+].[K+], predict the reaction product. The product is: [Br:1][C:2]1[CH:3]=[CH:4][C:5]([O:17][CH3:18])=[C:6]([C:8]2[CH:13]=[CH:12][CH:11]=[CH:10][C:9]=2[C:25]2[N:24]=[C:23]([C:22]([O:21][CH2:19][CH3:20])=[O:30])[CH:28]=[CH:27][CH:26]=2)[CH:7]=1. (2) Given the reactants I[C:2]1[CH:3]=[N:4][N:5]([CH2:7][C:8]([F:11])([F:10])[F:9])[CH:6]=1.[Br:12][C:13]1[CH:18]=[CH:17][CH:16]=[C:15]([C:19]#[CH:20])[CH:14]=1, predict the reaction product. The product is: [Br:12][C:13]1[CH:14]=[C:15]([C:19]#[C:20][C:2]2[CH:3]=[N:4][N:5]([CH2:7][C:8]([F:11])([F:10])[F:9])[CH:6]=2)[CH:16]=[CH:17][CH:18]=1. (3) Given the reactants [F:1][C:2]1[CH:7]=[CH:6][CH:5]=[CH:4][C:3]=1[C:8]1[CH:13]=[C:12]([F:14])[CH:11]=[CH:10][C:9]=1[N+:15]([O-])=O.C1(P(C2C=CC=CC=2)C2C=CC=CC=2)C=CC=CC=1, predict the reaction product. The product is: [F:14][C:12]1[CH:11]=[CH:10][C:9]2[NH:15][C:4]3[C:3]([C:8]=2[CH:13]=1)=[C:2]([F:1])[CH:7]=[CH:6][CH:5]=3. (4) Given the reactants C(O[C:6](=O)[N:7]([C@H:9]([C:11](=[O:38])[NH:12][C@@H:13]([CH:32]1[CH2:37][CH2:36][CH2:35][CH2:34][CH2:33]1)[C:14]([N:16]1[CH2:20][CH2:19][CH2:18][C@H:17]1[CH2:21][O:22][CH:23]1[CH2:31][C:30]2[C:25](=[CH:26][CH:27]=[CH:28][CH:29]=2)[CH2:24]1)=[O:15])[CH3:10])C)(C)(C)C.FC(F)(F)C(O)=O, predict the reaction product. The product is: [CH:32]1([C@H:13]([NH:12][C:11](=[O:38])[C@@H:9]([NH:7][CH3:6])[CH3:10])[C:14]([N:16]2[CH2:20][CH2:19][CH2:18][C@H:17]2[CH2:21][O:22][CH:23]2[CH2:31][C:30]3[C:25](=[CH:26][CH:27]=[CH:28][CH:29]=3)[CH2:24]2)=[O:15])[CH2:37][CH2:36][CH2:35][CH2:34][CH2:33]1. (5) The product is: [Si:20]([O:27][CH2:28][CH2:29][C@H:30]1[CH2:41][CH2:40][C:39]2[S:38][C:37]3[N:36]=[CH:35][N:34]=[C:33]([O:11][CH:8]4[CH2:9][CH2:10][C:5]([NH:12][C:13](=[O:19])[O:14][C:15]([CH3:18])([CH3:17])[CH3:16])([CH2:3][CH3:4])[CH2:6][CH2:7]4)[C:32]=3[C:31]1=2)([C:23]([CH3:26])([CH3:24])[CH3:25])([CH3:22])[CH3:21]. Given the reactants [H-].[Na+].[CH2:3]([C:5]1([NH:12][C:13](=[O:19])[O:14][C:15]([CH3:18])([CH3:17])[CH3:16])[CH2:10][CH2:9][CH:8]([OH:11])[CH2:7][CH2:6]1)[CH3:4].[Si:20]([O:27][CH2:28][CH2:29][C@H:30]1[CH2:41][CH2:40][C:39]2[S:38][C:37]3[N:36]=[CH:35][N:34]=[C:33](Cl)[C:32]=3[C:31]1=2)([C:23]([CH3:26])([CH3:25])[CH3:24])([CH3:22])[CH3:21], predict the reaction product. (6) The product is: [C:16]1(=[O:26])[N:20]([CH2:2][CH2:3][CH2:4][CH2:5][C:6]([CH3:15])([C:9]2[CH:14]=[CH:13][CH:12]=[CH:11][CH:10]=2)[CH2:7][OH:8])[C:19](=[O:21])[C:18]2=[CH:22][CH:23]=[CH:24][CH:25]=[C:17]12. Given the reactants Br[CH2:2][CH2:3][CH2:4][CH2:5][C:6]([CH3:15])([C:9]1[CH:14]=[CH:13][CH:12]=[CH:11][CH:10]=1)[CH2:7][OH:8].[C:16]1(=[O:26])[NH:20][C:19](=[O:21])[C:18]2=[CH:22][CH:23]=[CH:24][CH:25]=[C:17]12.[K], predict the reaction product. (7) Given the reactants [NH2:1][CH2:2][C:3]1[CH:24]=[C:23]([F:25])[CH:22]=[CH:21][C:4]=1[O:5][C:6]1[CH:7]=[C:8]2[C:12](=[CH:13][CH:14]=1)[N:11]([CH2:15][C:16]([N:18]([CH3:20])[CH3:19])=[O:17])[N:10]=[CH:9]2.ClC(Cl)(Cl)C[O:29][C:30](=O)[NH:31][C:32]1[N:33]([C:41]2[CH:46]=[CH:45][C:44]([CH3:47])=[CH:43][CH:42]=2)[N:34]=[C:35]([C:37]([CH3:40])([CH3:39])[CH3:38])[CH:36]=1.CCN(C(C)C)C(C)C.CO, predict the reaction product. The product is: [C:37]([C:35]1[CH:36]=[C:32]([NH:31][C:30](=[O:29])[NH:1][CH2:2][C:3]2[CH:24]=[C:23]([F:25])[CH:22]=[CH:21][C:4]=2[O:5][C:6]2[CH:7]=[C:8]3[C:12](=[CH:13][CH:14]=2)[N:11]([CH2:15][C:16]([N:18]([CH3:20])[CH3:19])=[O:17])[N:10]=[CH:9]3)[N:33]([C:41]2[CH:46]=[CH:45][C:44]([CH3:47])=[CH:43][CH:42]=2)[N:34]=1)([CH3:40])([CH3:38])[CH3:39].